This data is from Catalyst prediction with 721,799 reactions and 888 catalyst types from USPTO. The task is: Predict which catalyst facilitates the given reaction. (1) Reactant: [CH3:1][C:2]1([CH3:16])[C:6]([CH3:8])([CH3:7])[O:5][B:4]([C:9]2[CH:10]=[CH:11][C:12]([NH2:15])=[N:13][CH:14]=2)[O:3]1.[CH2:17]([N:19]=[C:20]=[O:21])[CH3:18]. Product: [CH2:17]([NH:19][C:20]([NH:15][C:12]1[CH:11]=[CH:10][C:9]([B:4]2[O:3][C:2]([CH3:16])([CH3:1])[C:6]([CH3:7])([CH3:8])[O:5]2)=[CH:14][N:13]=1)=[O:21])[CH3:18]. The catalyst class is: 22. (2) Reactant: [CH3:1][C:2]1[CH:10]=[CH:9][CH:8]=[C:7]([CH2:11][O:12][C@@H:13]2[CH2:18][CH2:17][CH2:16][C@H:15]([O:19][CH2:20][CH2:21][NH:22][CH2:23][CH2:24][CH2:25][C:26]3[CH:31]=[CH:30][CH:29]=[CH:28][CH:27]=3)[CH2:14]2)[C:3]=1[C:4]([OH:6])=[O:5].[C:32]1([N:38]=[C:39]=[O:40])[CH:37]=[CH:36][CH:35]=[CH:34][CH:33]=1. Product: [C:26]1([CH2:25][CH2:24][CH2:23][N:22]([CH2:21][CH2:20][O:19][C@H:15]2[CH2:16][CH2:17][CH2:18][C@@H:13]([O:12][CH2:11][C:7]3[CH:8]=[CH:9][CH:10]=[C:2]([CH3:1])[C:3]=3[C:4]([OH:6])=[O:5])[CH2:14]2)[C:39]([NH:38][C:32]2[CH:37]=[CH:36][CH:35]=[CH:34][CH:33]=2)=[O:40])[CH:27]=[CH:28][CH:29]=[CH:30][CH:31]=1. The catalyst class is: 9. (3) Reactant: [C:9](O[C:9]([O:11][C:12]([CH3:15])([CH3:14])[CH3:13])=[O:10])([O:11][C:12]([CH3:15])([CH3:14])[CH3:13])=[O:10].[CH2:16]([NH:23][CH2:24][CH2:25][C:26]1[CH:31]=[CH:30][C:29]([OH:32])=[CH:28][CH:27]=1)[C:17]1[CH:22]=[CH:21][CH:20]=[CH:19][CH:18]=1. Product: [C:12]([O:11][C:9](=[O:10])[N:23]([CH2:16][C:17]1[CH:22]=[CH:21][CH:20]=[CH:19][CH:18]=1)[CH2:24][CH2:25][C:26]1[CH:31]=[CH:30][C:29]([OH:32])=[CH:28][CH:27]=1)([CH3:13])([CH3:14])[CH3:15]. The catalyst class is: 7. (4) Reactant: [Cl:1][C:2]1[C:3]([O:13]C)=[CH:4][CH:5]=[C:6]2[C:11]=1[C:10](=[O:12])[NH:9][CH2:8][CH2:7]2.B(Br)(Br)Br.O. Product: [Cl:1][C:2]1[C:3]([OH:13])=[CH:4][CH:5]=[C:6]2[C:11]=1[C:10](=[O:12])[NH:9][CH2:8][CH2:7]2. The catalyst class is: 2. (5) Reactant: [CH3:1][N:2]([CH2:18][C:19]1[O:20][C:21]2[CH:28]=[CH:27][CH:26]=[CH:25][C:22]=2[C:23]=1[CH3:24])[C:3](=[O:17])/[CH:4]=[CH:5]/[C:6]1[CH:16]=[N:15][C:9]2[NH:10][CH2:11][CH2:12][NH:13][CH2:14][C:8]=2[CH:7]=1.[ClH:29]. The catalyst class is: 158. Product: [ClH:29].[CH3:1][N:2]([CH2:18][C:19]1[O:20][C:21]2[CH:28]=[CH:27][CH:26]=[CH:25][C:22]=2[C:23]=1[CH3:24])[C:3](=[O:17])/[CH:4]=[CH:5]/[C:6]1[CH:16]=[N:15][C:9]2[NH:10][CH2:11][CH2:12][NH:13][CH2:14][C:8]=2[CH:7]=1. (6) Reactant: [Cl:1][C:2]1[CH:7]=[C:6]([N+:8]([O-:10])=[O:9])[C:5](F)=[CH:4][C:3]=1[Cl:12].[Cl:13][C:14]1[CH:19]=[CH:18][C:17]([CH2:20][C:21]([O:23][CH3:24])=[O:22])=[CH:16][CH:15]=1.[H-].[Na+].[NH4+].[Cl-]. Product: [Cl:13][C:14]1[CH:15]=[CH:16][C:17]([CH:20]([C:5]2[CH:4]=[C:3]([Cl:12])[C:2]([Cl:1])=[CH:7][C:6]=2[N+:8]([O-:10])=[O:9])[C:21]([O:23][CH3:24])=[O:22])=[CH:18][CH:19]=1. The catalyst class is: 3.